From a dataset of Peptide-MHC class II binding affinity with 134,281 pairs from IEDB. Regression. Given a peptide amino acid sequence and an MHC pseudo amino acid sequence, predict their binding affinity value. This is MHC class II binding data. The peptide sequence is VYYLTRDPTTPLARAAWETA. The MHC is DRB1_0301 with pseudo-sequence DRB1_0301. The binding affinity (normalized) is 0.809.